This data is from Reaction yield outcomes from USPTO patents with 853,638 reactions. The task is: Predict the reaction yield, written as a fraction of the theoretical maximum amount of product (1.0 means a 100% yield; for example, 0.34 means a 34% yield). The reactants are CN(C(ON1N=N[C:11]2[CH:12]=[CH:13][CH:14]=[N:15][C:10]1=2)=[N+](C)C)C.F[P-](F)(F)(F)(F)F.[NH2:25][C:26]1[C:27]([C:32]([OH:34])=O)=[N:28][CH:29]=[CH:30][CH:31]=1.C1(CN)CCC1.CCN(C(C)C)C(C)C. The catalyst is CN(C=O)C. The product is [NH2:25][C:26]1[C:27]([C:32]([NH:15][CH2:14][CH:13]2[CH2:12][CH2:11][CH2:10]2)=[O:34])=[N:28][CH:29]=[CH:30][CH:31]=1. The yield is 0.820.